Dataset: Full USPTO retrosynthesis dataset with 1.9M reactions from patents (1976-2016). Task: Predict the reactants needed to synthesize the given product. (1) Given the product [F:23][C:22]1[C:16]2[O:15][CH2:14][C@H:13]([CH2:12][NH2:28])[O:18][C:17]=2[CH:19]=[C:20]([S:24]([CH3:27])(=[O:26])=[O:25])[CH:21]=1, predict the reactants needed to synthesize it. The reactants are: CC1C=CC(S(O[CH2:12][C@@H:13]2[O:18][C:17]3[CH:19]=[C:20]([S:24]([CH3:27])(=[O:26])=[O:25])[CH:21]=[C:22]([F:23])[C:16]=3[O:15][CH2:14]2)(=O)=O)=CC=1.[NH3:28]. (2) Given the product [OH:4][CH:3]([C:5]1[CH:6]=[CH:7][C:8]([O:11][C:12]2[CH:13]=[CH:14][CH:15]=[CH:16][CH:17]=2)=[CH:9][CH:10]=1)[CH:2]([NH:1][C:43]([C:32]1[CH:33]=[CH:34][CH:35]=[C:36]2[CH2:42][CH2:41][CH2:40][CH:39]=[CH:38][C:37]=12)=[O:44])[CH2:18][C:19]1[CH:24]=[CH:23][CH:22]=[C:21]([O:25][C:26]([F:30])([F:31])[CH:27]([F:28])[F:29])[CH:20]=1, predict the reactants needed to synthesize it. The reactants are: [NH2:1][CH:2]([CH2:18][C:19]1[CH:24]=[CH:23][CH:22]=[C:21]([O:25][C:26]([F:31])([F:30])[CH:27]([F:29])[F:28])[CH:20]=1)[CH:3]([C:5]1[CH:10]=[CH:9][C:8]([O:11][C:12]2[CH:17]=[CH:16][CH:15]=[CH:14][CH:13]=2)=[CH:7][CH:6]=1)[OH:4].[C:32]1([C:43](O)=[O:44])[CH:33]=[CH:34][CH:35]=[C:36]2[CH2:42][CH2:41][CH2:40][CH:39]=[CH:38][C:37]=12.Cl.C(N=C=NCCCN(C)C)C.ON1C2C=CC=CC=2N=N1. (3) Given the product [CH3:40][O:39][C:34]1[CH:35]=[CH:36][CH:37]=[CH:38][C:33]=1[CH2:32][NH:31][C:25]1[CH:24]=[CH:23][C:22]2[C:27](=[CH:28][CH:29]=[CH:30][C:21]=2[C:19]2[N:20]=[C:1]([CH3:2])[O:17][N:18]=2)[N:26]=1, predict the reactants needed to synthesize it. The reactants are: [C:1](O)(=O)[CH3:2].C(N1C=CN=C1)(N1C=CN=C1)=O.[OH:17][NH:18][C:19]([C:21]1[C:22]2[CH:23]=[CH:24][C:25]([NH:31][CH2:32][C:33]3[CH:38]=[CH:37][CH:36]=[CH:35][C:34]=3[O:39][CH3:40])=[N:26][C:27]=2[CH:28]=[CH:29][CH:30]=1)=[NH:20]. (4) Given the product [CH2:1]([N:8]1[CH2:17][C:16]2[N:15]=[CH:14][N:13]=[C:12]([Cl:21])[C:11]=2[CH2:10][CH2:9]1)[C:2]1[CH:7]=[CH:6][CH:5]=[CH:4][CH:3]=1, predict the reactants needed to synthesize it. The reactants are: [CH2:1]([N:8]1[CH2:17][C:16]2[N:15]=[CH:14][N:13]=[C:12](O)[C:11]=2[CH2:10][CH2:9]1)[C:2]1[CH:7]=[CH:6][CH:5]=[CH:4][CH:3]=1.O=P(Cl)(Cl)[Cl:21]. (5) The reactants are: [S:1](N)([NH2:4])(=[O:3])=[O:2].[CH:6]1([CH2:9][NH:10][CH2:11][CH:12]([O:15][CH3:16])[O:13][CH3:14])[CH2:8][CH2:7]1.C(Cl)Cl. Given the product [CH:6]1([CH2:9][N:10]([CH2:11][CH:12]([O:13][CH3:14])[O:15][CH3:16])[S:1]([NH2:4])(=[O:3])=[O:2])[CH2:7][CH2:8]1, predict the reactants needed to synthesize it. (6) The reactants are: [OH-].[Na+].[CH2:3]([O:10][C:11]1[CH:20]=[CH:19][CH:18]=[C:17]2[C:12]=1[CH2:13][CH2:14][CH2:15][CH:16]2[C:21]([N:23]([CH2:33][C:34]1[CH:43]=[CH:42][C:37]([C:38]([O:40]C)=[O:39])=[CH:36][CH:35]=1)[C:24]1[CH:29]=[CH:28][C:27]([CH:30]([CH3:32])[CH3:31])=[CH:26][CH:25]=1)=[O:22])[C:4]1[CH:9]=[CH:8][CH:7]=[CH:6][CH:5]=1.Cl. Given the product [CH2:3]([O:10][C:11]1[CH:20]=[CH:19][CH:18]=[C:17]2[C:12]=1[CH2:13][CH2:14][CH2:15][CH:16]2[C:21]([N:23]([CH2:33][C:34]1[CH:35]=[CH:36][C:37]([C:38]([OH:40])=[O:39])=[CH:42][CH:43]=1)[C:24]1[CH:25]=[CH:26][C:27]([CH:30]([CH3:32])[CH3:31])=[CH:28][CH:29]=1)=[O:22])[C:4]1[CH:9]=[CH:8][CH:7]=[CH:6][CH:5]=1, predict the reactants needed to synthesize it. (7) Given the product [CH:10]1([CH:4]([C:3]2[CH:6]=[CH:7][CH:8]=[CH:9][C:2]=2[F:1])[OH:5])[CH2:12][CH2:11]1, predict the reactants needed to synthesize it. The reactants are: [F:1][C:2]1[CH:9]=[CH:8][CH:7]=[CH:6][C:3]=1[CH:4]=[O:5].[CH:10]1([Mg]Br)[CH2:12][CH2:11]1.[Cl-].[NH4+].O.